From a dataset of Reaction yield outcomes from USPTO patents with 853,638 reactions. Predict the reaction yield, written as a fraction of the theoretical maximum amount of product (1.0 means a 100% yield; for example, 0.34 means a 34% yield). (1) The reactants are [Br:1][C:2]1[CH:3]=[C:4]2[C:8](=[CH:9][CH:10]=1)[NH:7][C:6](=[O:11])[CH2:5]2.[N:12]1([CH2:17][CH2:18][CH2:19][NH:20][C:21]([C:23]2[NH:24][C:25]([CH:29]=O)=[C:26]([CH3:28])[CH:27]=2)=[O:22])[CH2:16][CH2:15][CH2:14][CH2:13]1. No catalyst specified. The product is [N:12]1([CH2:17][CH2:18][CH2:19][NH:20][C:21]([C:23]2[NH:24][C:25]([CH:29]=[C:5]3[C:4]4[C:8](=[CH:9][CH:10]=[C:2]([Br:1])[CH:3]=4)[NH:7][C:6]3=[O:11])=[C:26]([CH3:28])[CH:27]=2)=[O:22])[CH2:13][CH2:14][CH2:15][CH2:16]1. The yield is 0.170. (2) The reactants are C([Li])(CC)C.[C:6]([Si:10]([CH3:21])([CH3:20])[O:11][C:12]1[C:13]([F:19])=[CH:14][CH:15]=[CH:16][C:17]=1[F:18])([CH3:9])([CH3:8])[CH3:7].CN([CH:25]=[O:26])C.[Cl-].[NH4+]. The catalyst is C1COCC1. The product is [C:6]([Si:10]([CH3:21])([CH3:20])[O:11][C:12]1[C:17]([F:18])=[C:16]([CH:15]=[CH:14][C:13]=1[F:19])[CH:25]=[O:26])([CH3:9])([CH3:8])[CH3:7]. The yield is 0.320. (3) The reactants are [C:1]([C:9]1[O:10][C:11]2[C:17]([O:18]C)=[CH:16][CH:15]=[C:14]([C:20]([NH:22][C:23]3[C:28]([Cl:29])=[CH:27][CH:26]=[CH:25][C:24]=3[Cl:30])=[O:21])[C:12]=2[CH:13]=1)(=[O:8])[C:2]1[CH:7]=[CH:6][CH:5]=[CH:4][CH:3]=1.B(Br)(Br)Br.O. The catalyst is ClCCl. The product is [C:1]([C:9]1[O:10][C:11]2[C:17]([OH:18])=[CH:16][CH:15]=[C:14]([C:20]([NH:22][C:23]3[C:28]([Cl:29])=[CH:27][CH:26]=[CH:25][C:24]=3[Cl:30])=[O:21])[C:12]=2[CH:13]=1)(=[O:8])[C:2]1[CH:3]=[CH:4][CH:5]=[CH:6][CH:7]=1. The yield is 0.469. (4) The reactants are [CH2:1]([N:4]([CH2:8][C:9](=[O:11])[CH3:10])[CH2:5][CH2:6][CH3:7])[CH2:2][CH3:3].[ClH:12]. The catalyst is O. The product is [ClH:12].[CH2:5]([N:4]([CH2:8][C:9](=[O:11])[CH3:10])[CH2:1][CH2:2][CH3:3])[CH2:6][CH3:7]. The yield is 0.980. (5) The reactants are [Br:1][C:2]1[CH:3]=[C:4]([C:9]([CH3:13])([CH3:12])[CH:10]=[O:11])[CH:5]=[CH:6][C:7]=1[F:8].[CH3:14][Mg+].[Br-]. The catalyst is C1COCC1. The product is [Br:1][C:2]1[CH:3]=[C:4]([C:9]([CH3:13])([CH3:12])[CH:10]([OH:11])[CH3:14])[CH:5]=[CH:6][C:7]=1[F:8]. The yield is 0.660. (6) The reactants are [CH2:1](Br)[C:2]1[CH:7]=[CH:6][CH:5]=[CH:4][CH:3]=1.[Cl:9][C:10]1[S:11][C:12]2[CH:18]=[C:17]([OH:19])[CH:16]=[CH:15][C:13]=2[N:14]=1.C(=O)([O-])[O-].[Cs+].[Cs+]. The catalyst is CC#N.CCOC(C)=O. The product is [CH2:1]([O:19][C:17]1[CH:16]=[CH:15][C:13]2[N:14]=[C:10]([Cl:9])[S:11][C:12]=2[CH:18]=1)[C:2]1[CH:7]=[CH:6][CH:5]=[CH:4][CH:3]=1. The yield is 0.940.